Dataset: Full USPTO retrosynthesis dataset with 1.9M reactions from patents (1976-2016). Task: Predict the reactants needed to synthesize the given product. (1) Given the product [CH3:26][C:23]([N:1]([CH2:2][C:3]1[C:4](=[O:14])[NH:5][C:6]([CH:10]2[CH2:11][CH2:12][CH2:13]2)=[CH:7][C:8]=1[CH3:9])[C:34](=[O:33])[O-:35])([CH3:22])[CH3:24].[CH3:13][C:10]([N:15]([CH2:16][C:17]1[C:18](=[O:28])[NH:19][C:20]([CH3:27])=[CH:21][C:22]=1[CH:23]1[CH2:26][CH2:25][CH2:24]1)[C:34](=[O:33])[O-:35])([CH3:6])[CH3:11], predict the reactants needed to synthesize it. The reactants are: [NH2:1][CH2:2][C:3]1[C:4](=[O:14])[NH:5][C:6]([CH:10]2[CH2:13][CH2:12][CH2:11]2)=[CH:7][C:8]=1[CH3:9].[NH2:15][CH2:16][C:17]1[C:18](=[O:28])[NH:19][C:20]([CH3:27])=[CH:21][C:22]=1[CH:23]1[CH2:26][CH2:25][CH2:24]1.CC([O:33][C:34](OC(OC(C)(C)C)=O)=[O:35])(C)C.C(N(CC)CC)C. (2) Given the product [CH3:1][O:2][C:3]([C:5]1[N:6]([C:19]2[CH:20]=[CH:21][C:22]([O:25][CH:26]([CH3:28])[CH3:27])=[CH:23][CH:24]=2)[C:7]2[C:12]([C:13]=1[C:14]([O:16][CH3:17])=[O:15])=[CH:11][C:10]([O:18][C:34]1[CH:35]=[CH:36][C:31]([C:30]([F:41])([F:40])[F:29])=[CH:32][CH:33]=1)=[CH:9][CH:8]=2)=[O:4], predict the reactants needed to synthesize it. The reactants are: [CH3:1][O:2][C:3]([C:5]1[N:6]([C:19]2[CH:24]=[CH:23][C:22]([O:25][CH:26]([CH3:28])[CH3:27])=[CH:21][CH:20]=2)[C:7]2[C:12]([C:13]=1[C:14]([O:16][CH3:17])=[O:15])=[CH:11][C:10]([OH:18])=[CH:9][CH:8]=2)=[O:4].[F:29][C:30]([F:41])([F:40])[C:31]1[CH:36]=[CH:35][C:34](B(O)O)=[CH:33][CH:32]=1. (3) Given the product [CH2:6]([O:13][C@H:14]1[C@H:19]([O:20][CH2:21][C:22]2[CH:23]=[CH:24][CH:25]=[CH:26][CH:27]=2)[C@@H:18]([O:28][CH2:29][C:30]2[CH:35]=[CH:34][CH:33]=[CH:32][CH:31]=2)[C@H:17]([C:36]2[CH:41]=[CH:40][C:39]([Cl:42])=[C:38]([CH2:43][C:44]3[CH:45]=[CH:46][C:47]([O:50][CH2:51][CH3:52])=[CH:48][CH:49]=3)[CH:37]=2)[O:16][C:15]1([CH2:64][OH:62])[CH2:53][OH:54])[C:7]1[CH:8]=[CH:9][CH:10]=[CH:11][CH:12]=1, predict the reactants needed to synthesize it. The reactants are: [Cl-].CS(C)=O.[CH2:6]([O:13][C@H:14]1[C@H:19]([O:20][CH2:21][C:22]2[CH:27]=[CH:26][CH:25]=[CH:24][CH:23]=2)[C@@H:18]([O:28][CH2:29][C:30]2[CH:35]=[CH:34][CH:33]=[CH:32][CH:31]=2)[C@H:17]([C:36]2[CH:41]=[CH:40][C:39]([Cl:42])=[C:38]([CH2:43][C:44]3[CH:49]=[CH:48][C:47]([O:50][CH2:51][CH3:52])=[CH:46][CH:45]=3)[CH:37]=2)[O:16][C@@H:15]1[CH2:53][OH:54])[C:7]1[CH:12]=[CH:11][CH:10]=[CH:9][CH:8]=1.C(N(CC)CC)C.[OH-:62].[Na+].[CH2:64]=O. (4) The reactants are: Br[C:2]1[S:3][C:4]([NH:32]C(=O)OC(C)(C)C)=[C:5]([C:7](=[O:31])[NH:8][C:9]2[CH:10]=[N:11][N:12]([CH3:30])[C:13]=2[C@@H:14]2[CH2:20][CH2:19][C@@H:18]([NH:21]C(OC(C)(C)C)=O)[C@H:17]([F:29])[CH2:16][O:15]2)[N:6]=1.[F:40][C:41]1[CH:46]=[CH:45][CH:44]=[C:43]([CH3:47])[C:42]=1B(O)O. Given the product [NH2:32][C:4]1[S:3][C:2]([C:42]2[C:43]([CH3:47])=[CH:44][CH:45]=[CH:46][C:41]=2[F:40])=[N:6][C:5]=1[C:7]([NH:8][C:9]1[CH:10]=[N:11][N:12]([CH3:30])[C:13]=1[C@@H:14]1[CH2:20][CH2:19][C@@H:18]([NH2:21])[C@H:17]([F:29])[CH2:16][O:15]1)=[O:31], predict the reactants needed to synthesize it. (5) Given the product [C:8]([C:7]1[C:2]([N:36]2[CH2:37][CH2:38][C:31]3([CH2:30][N:29]([CH3:28])[CH2:33][CH2:32]3)[CH2:34][CH2:35]2)=[CH:3][C:4]([NH:10][C:11]([N:13]2[C:22]3[C:17](=[CH:18][CH:19]=[C:20]([CH:23]=[O:26])[N:21]=3)[CH2:16][CH2:15][CH2:14]2)=[O:12])=[N:5][CH:6]=1)#[N:9], predict the reactants needed to synthesize it. The reactants are: Cl[C:2]1[C:7]([C:8]#[N:9])=[CH:6][N:5]=[C:4]([NH:10][C:11]([N:13]2[C:22]3[C:17](=[CH:18][CH:19]=[C:20]([CH:23]([O:26]C)OC)[N:21]=3)[CH2:16][CH2:15][CH2:14]2)=[O:12])[CH:3]=1.[CH3:28][N:29]1[CH2:33][CH2:32][C:31]2([CH2:38][CH2:37][NH:36][CH2:35][CH2:34]2)[CH2:30]1.[F-].[K+].C([O-])([O-])=O.[K+].[K+].Cl. (6) Given the product [CH2:20]([O:22]/[CH:23]=[CH:24]/[C:25]([NH:1][C:2]1[CH:3]=[C:4]2[C:17](=[CH:18][CH:19]=1)[CH2:16][C:6]1([C:14]3[C:9](=[N:10][CH:11]=[CH:12][CH:13]=3)[NH:8][C:7]1=[O:15])[CH2:5]2)=[O:26])[CH3:21], predict the reactants needed to synthesize it. The reactants are: [NH2:1][C:2]1[CH:3]=[C:4]2[C:17](=[CH:18][CH:19]=1)[CH2:16][C:6]1([C:14]3[C:9](=[N:10][CH:11]=[CH:12][CH:13]=3)[NH:8][C:7]1=[O:15])[CH2:5]2.[CH2:20]([O:22]/[CH:23]=[CH:24]/[C:25](Cl)=[O:26])[CH3:21].